Token-level Classification. Given an antibody amino acid sequence, predict which amino acid positions are active in antigen binding. Output is a list of indices for active paratope positions. From a dataset of Antibody paratope prediction from SAbDab with 1,023 antibody chains. (1) Given the antibody sequence: DIVMTQSPSSLAVSAGEKVTMSCRSSQSLYYSGIKKNLLAWYQLKPGQSPKLLIYYASTLFTGVPDRFTGSGSGTDYTLTITSVQAEDMGQYFCQQGISNPYTFGAGTKLEIK, which amino acid positions are active in antigen binding (paratope)? The paratope positions are: [30, 31, 32, 33, 34, 35]. (2) Given the antibody sequence: QMQLVQSGAEVKKPGAPVKVSCKVSGYTFTDYYMHWVQQAPGKGLEWMGLVDPEDGETIYAEKFQGRVTITADTSTDTAYMELSSLRSEDTAVYYCATDATTPYWGMMWWGQGTLVTVSS, which amino acid positions are active in antigen binding (paratope)? The paratope positions are: [52, 83, 84, 85, 104, 105, 106]. (3) Given the antibody sequence: VQLQESGPSLVKPSQTLSLTCSVTGDSITSDYWSWIRKFPGNRLEYMGYVSFSGSTYYNPSLKSRISITRDTSKNQYYLDLNSVTTEDTATYYCANWDGDYWGQGTLVTVS, which amino acid positions are active in antigen binding (paratope)? The paratope positions are: [51, 52, 81, 82, 83]. (4) Given the antibody sequence: DIVLTQSPASLALSLGQRATISCRASKSVSTSGYSYMYWYQQKPGQPPKLLIYLASNLESGVPARFSGSGSGTDFTLNIHPVEEEDAATYYCQHSRELPWTFGGGTKLEIN, which amino acid positions are active in antigen binding (paratope)? The paratope positions are: [30, 31, 32, 33]. (5) Given the antibody sequence: EVKLVESGPELKKPGETVKISCKASGFTFTNYGMNWVKQAPGKGLKWMGWINIYTGEPTYADDFKGRFAFSLETSASTAYLQINNLKNEDTATYFCARGYDYEGYFDYWGQGTTLTVSS, which amino acid positions are active in antigen binding (paratope)? The paratope positions are: [52, 83, 84, 85, 104, 105]. (6) Given the antibody sequence: QVQLVQSGGGLVQPGGSLRLSCVASGFTFNNYWMSWVRQAPGKGLEWVANIKQDGNDKYYVDSVKGRFTISRDNAKNSLFLQMNSLRAEDTAVYFCAREFSSYTDHLEYYYDYYYMDVWGKGTTVTVSS, which amino acid positions are active in antigen binding (paratope)? The paratope positions are: [52, 83, 84, 85, 104, 105, 106, 107, 108, 109, 110, 111, 112, 113, 114, 115]. (7) The paratope positions are: [52, 83, 84, 85, 104, 105, 106, 107, 108, 109, 110, 111, 112, 113, 114, 115]. Given the antibody sequence: QVQLVQSGAEVKRPGSSVTVSCKASGGSFSTYALSWVRQAPGRGLEWMGGVIPLLTITNYAPRFQGRITITADRSTSTAYLELNSLRPEDTAVYYCAREGTTPPGWGWLGKPIGAFAHWGQGTLVTVSS, which amino acid positions are active in antigen binding (paratope)? (8) Given the antibody sequence: QTVVTQEPSLSVSPGGTVTLTCGLSSGSVTASNYPGWFQQTPGQAPRALIYSTNDRHSGVPSRFSGSISGNKAALTITGAQPEDEADYYCALDIGDITEFGGGTHLTVL, which amino acid positions are active in antigen binding (paratope)? The paratope positions are: [29, 30, 31]. (9) Given the antibody sequence: DVVMTQTPLTLSVTIGQPASIACKSSQSLLDSDGKTYLNWLLQRPGQSPKRLIYLVSKLDSGVPDRFTGSGSGTDFTLKISRVEAEDLGVYYCWQGTHFPYTFGGGTKLEIK, which amino acid positions are active in antigen binding (paratope)? The paratope positions are: [30, 31, 32, 33, 34].